From a dataset of Full USPTO retrosynthesis dataset with 1.9M reactions from patents (1976-2016). Predict the reactants needed to synthesize the given product. (1) Given the product [O:17]1[CH2:2][C:11]21[CH:12]1[CH2:15][CH2:16][N:9]([CH2:14][CH2:13]1)[CH2:10]2, predict the reactants needed to synthesize it. The reactants are: [I-].[CH3:2][S+](C)(C)=O.[H-].[Na+].[N:9]12[CH2:16][CH2:15][CH:12]([CH2:13][CH2:14]1)[C:11](=[O:17])[CH2:10]2.O. (2) Given the product [N:17]1[CH:13]=[CH:12][CH:11]=[CH:16][C:15]=1[CH2:14][NH:19][C:1](=[O:6])[CH2:2][CH2:3][CH3:4], predict the reactants needed to synthesize it. The reactants are: [C:1]([OH:6])(=O)[CH2:2][CH2:3][CH3:4].C(Cl)CCl.[CH:11]1[CH:12]=[CH:13][C:14]2[N:19](O)N=[N:17][C:15]=2[CH:16]=1.NCC1C=CC=CN=1. (3) The reactants are: [O:1]=[C:2]1[N:7]([CH2:8][C:9]2[CH:10]=[C:11]([CH:15]=[CH:16][CH:17]=2)[C:12](Cl)=[O:13])[N:6]=[C:5]([C:18]2[O:22][N:21]=[C:20]([C:23]3[CH:28]=[CH:27][C:26]([O:29][C:30]([F:33])([F:32])[F:31])=[CH:25][CH:24]=3)[N:19]=2)[CH:4]=[CH:3]1.[NH:34]1[CH2:39][CH2:38][O:37][CH2:36][CH2:35]1. Given the product [N:34]1([C:12]([C:11]2[CH:10]=[C:9]([CH:17]=[CH:16][CH:15]=2)[CH2:8][N:7]2[C:2](=[O:1])[CH:3]=[CH:4][C:5]([C:18]3[O:22][N:21]=[C:20]([C:23]4[CH:28]=[CH:27][C:26]([O:29][C:30]([F:31])([F:33])[F:32])=[CH:25][CH:24]=4)[N:19]=3)=[N:6]2)=[O:13])[CH2:39][CH2:38][O:37][CH2:36][CH2:35]1, predict the reactants needed to synthesize it.